This data is from hERG potassium channel inhibition data for cardiac toxicity prediction from Karim et al.. The task is: Regression/Classification. Given a drug SMILES string, predict its toxicity properties. Task type varies by dataset: regression for continuous values (e.g., LD50, hERG inhibition percentage) or binary classification for toxic/non-toxic outcomes (e.g., AMES mutagenicity, cardiotoxicity, hepatotoxicity). Dataset: herg_karim. (1) The molecule is Cc1nc2ccc(F)cc2n1C1C[C@H]2CC[C@H](C1)N2CC[C@H](NC(=O)c1ccc([S@+](C)[O-])cc1)c1ccc(F)cc1. The result is 1 (blocker). (2) The compound is COc1ccc2ncc(F)c([C@@H](O)CC[C@@H]3CCN(C4CC(c5cc(F)cc(F)c5)C4)C[C@@H]3C(=O)O)c2c1. The result is 0 (non-blocker). (3) The result is 1 (blocker). The molecule is Cc1c(-c2ccc3cc(CCN4CCC[C@H]4C)ccc3n2)nnn1-c1ccc(F)cc1F. (4) The drug is O=C(CNC(=O)c1cccc(C(F)(F)F)c1)NC1CN([C@H]2CC[C@H](c3ccccc3)CC2)C1. The result is 1 (blocker). (5) The molecule is CC#Cc1cncc(-c2ccc3c(c2)C2(COC(N)=N2)C2(CC2)CO3)c1. The result is 1 (blocker). (6) The drug is CC(c1ccc(F)cn1)c1c(CCN(C)C)sc2ccccc12. The result is 1 (blocker). (7) The drug is CC(C)N(CCOc1ccc(-n2ccc(OCc3ccccc3)cc2=O)cc1)C(C)C. The result is 1 (blocker). (8) The molecule is CN1CC(=O)N2[C@H](Cc3c([nH]c4ccccc34)[C@H]2c2ccc3c(c2)OCO3)C1=O. The result is 0 (non-blocker).